Predict the reactants needed to synthesize the given product. From a dataset of Full USPTO retrosynthesis dataset with 1.9M reactions from patents (1976-2016). (1) Given the product [CH3:12][C:10]1[NH:9][C:8](=[O:13])[C:7]2[N:6]([CH:5]=[CH:4][N:3]=2)[CH:11]=1, predict the reactants needed to synthesize it. The reactants are: [Br-].C[N+:3]1[CH:4]=[CH:5][N:6]2[CH:11]=[C:10]([CH3:12])[NH:9][C:8](=[O:13])[C:7]=12.N1C=CN=C1. (2) Given the product [Cl:21][C:22]1[C:31](=[O:32])[C:30]2[C:25](=[CH:26][CH:27]=[N:28][CH:29]=2)[N:24]([CH2:6][C:4]([OH:5])([C:7]([F:10])([F:9])[F:8])[CH2:3][C:2]([C:12]2[C:20]3[O:19][CH2:18][CH2:17][C:16]=3[CH:15]=[CH:14][CH:13]=2)([CH3:1])[CH3:11])[CH:23]=1, predict the reactants needed to synthesize it. The reactants are: [CH3:1][C:2]([C:12]1[C:20]2[O:19][CH2:18][CH2:17][C:16]=2[CH:15]=[CH:14][CH:13]=1)([CH3:11])[CH2:3][C:4]1([C:7]([F:10])([F:9])[F:8])[CH2:6][O:5]1.[Cl:21][C:22]1[CH:23]=[N:24][C:25]2[C:30]([C:31]=1[OH:32])=[CH:29][N:28]=[CH:27][CH:26]=2.[O-]CC.[Na+]. (3) Given the product [C:13]([O:12][C:11](=[O:17])[NH:10][C:7]1[C:6]([F:23])=[C:5]([C:1]([CH3:4])([CH3:2])[CH3:3])[O:9][N:8]=1)([CH3:16])([CH3:15])[CH3:14], predict the reactants needed to synthesize it. The reactants are: [C:1]([C:5]1[O:9][N:8]=[C:7]([NH:10][C:11](=[O:17])[O:12][C:13]([CH3:16])([CH3:15])[CH3:14])[CH:6]=1)([CH3:4])([CH3:3])[CH3:2].C([Li])CCC.[F:23]N1C(=O)CCC1=O. (4) Given the product [ClH:31].[ClH:31].[NH2:7][CH:8]([CH3:9])[C:10]([NH:11][C:12]1[NH:13][N:14]=[C:15]([C:17]2[CH:22]=[CH:21][CH:20]=[CH:19][CH:18]=2)[CH:16]=1)=[O:23], predict the reactants needed to synthesize it. The reactants are: C(OC(=O)[NH:7][CH:8]([C:10](=[O:23])[NH:11][C:12]1[NH:13][N:14]=[C:15]([C:17]2[CH:22]=[CH:21][CH:20]=[CH:19][CH:18]=2)[CH:16]=1)[CH3:9])(C)(C)C.O1CCOCC1.[ClH:31].